Dataset: Forward reaction prediction with 1.9M reactions from USPTO patents (1976-2016). Task: Predict the product of the given reaction. (1) The product is: [Cl:30][C:31]1[N:36]=[CH:35][N:34]=[C:33]([NH:1][C:2]2[CH:7]=[CH:6][C:5]([N:8]3[CH2:13][CH2:12][N:11]([C:14]([O:16][C:17]([CH3:20])([CH3:19])[CH3:18])=[O:15])[CH2:10][CH2:9]3)=[CH:4][CH:3]=2)[N:32]=1. Given the reactants [NH2:1][C:2]1[CH:7]=[CH:6][C:5]([N:8]2[CH2:13][CH2:12][N:11]([C:14]([O:16][C:17]([CH3:20])([CH3:19])[CH3:18])=[O:15])[CH2:10][CH2:9]2)=[CH:4][CH:3]=1.C(N(CC)C(C)C)(C)C.[Cl:30][C:31]1[N:36]=[C:35](Cl)[N:34]=[CH:33][N:32]=1.N1C=CC=NN=1, predict the reaction product. (2) Given the reactants Br[C:2]1[CH:3]=[CH:4][C:5]([O:17][CH3:18])=[C:6]([CH:16]=1)[CH2:7][NH:8][C:9](=[O:15])[O:10][C:11]([CH3:14])([CH3:13])[CH3:12].[CH:19]([O-])=[O:20].[Na+], predict the reaction product. The product is: [CH:19]([C:2]1[CH:3]=[CH:4][C:5]([O:17][CH3:18])=[C:6]([CH:16]=1)[CH2:7][NH:8][C:9](=[O:15])[O:10][C:11]([CH3:14])([CH3:13])[CH3:12])=[O:20]. (3) Given the reactants Cl[C:2]1[C:7]([CH:8]=[CH:9][C:10]([NH:12][CH2:13][C:14]2[CH:19]=[C:18]([F:20])[C:17]([NH:21][S:22]([CH3:25])(=[O:24])=[O:23])=[C:16]([C:26]#[CH:27])[CH:15]=2)=[O:11])=[CH:6][CH:5]=[C:4]([C:28]([F:31])([F:30])[F:29])[N:3]=1, predict the reaction product. The product is: [CH2:2]([NH:3][C:2]1[C:7]([CH:8]=[CH:9][C:10]([NH:12][CH2:13][C:14]2[CH:19]=[C:18]([F:20])[C:17]([NH:21][S:22]([CH3:25])(=[O:23])=[O:24])=[C:16]([C:26]#[CH:27])[CH:15]=2)=[O:11])=[CH:6][CH:5]=[C:4]([C:28]([F:30])([F:31])[F:29])[N:3]=1)[CH2:7][CH2:6][CH3:5]. (4) Given the reactants [CH2:1]([C:8]1[C:9]([NH:21][CH:22]([CH2:26][CH2:27][CH2:28][CH3:29])[C:23](O)=[O:24])=[N:10][CH:11]=[C:12]([C:14]2[CH:19]=[CH:18][C:17]([OH:20])=[CH:16][CH:15]=2)[N:13]=1)[C:2]1[CH:7]=[CH:6][CH:5]=[CH:4][CH:3]=1.N1C=CC=CC=1.C1(N=C=NC2CCCCC2)CCCCC1, predict the reaction product. The product is: [CH2:1]([C:8]1[NH:13][C:12]([C:14]2[CH:19]=[CH:18][C:17]([OH:20])=[CH:16][CH:15]=2)=[CH:11][N:10]2[C:23](=[O:24])[C:22]([CH2:26][CH2:27][CH2:28][CH3:29])=[N:21][C:9]=12)[C:2]1[CH:7]=[CH:6][CH:5]=[CH:4][CH:3]=1. (5) Given the reactants [CH2:1]([O:3][C:4](=[O:18])[CH:5]([O:15][CH2:16][CH3:17])[CH2:6][C:7]1[CH:12]=[CH:11][C:10]([OH:13])=[C:9]([F:14])[CH:8]=1)[CH3:2].[CH:19]([C:22]1[CH:27]=[CH:26][C:25]([C:28]2[S:29][C:30]([CH3:36])=[C:31]([CH2:33][CH2:34]O)[N:32]=2)=[CH:24][CH:23]=1)([CH3:21])[CH3:20].COC(=O)CC(=O)C(Br)C.C(C1C=CC(C(N)=S)=CC=1)(C)C.C1(P(C2C=CC=CC=2)C2C=CC=CC=2)C=CC=CC=1.N(C(OCC)=O)=NC(OCC)=O, predict the reaction product. The product is: [CH2:1]([O:3][C:4](=[O:18])[CH:5]([O:15][CH2:16][CH3:17])[CH2:6][C:7]1[CH:12]=[CH:11][C:10]([O:13][CH2:34][CH2:33][C:31]2[N:32]=[C:28]([C:25]3[CH:24]=[CH:23][C:22]([CH:19]([CH3:20])[CH3:21])=[CH:27][CH:26]=3)[S:29][C:30]=2[CH3:36])=[C:9]([F:14])[CH:8]=1)[CH3:2]. (6) The product is: [ClH:27].[N+:24]([C:23]1[CH:22]=[CH:21][CH:20]=[C:4]([O:5][CH2:6][CH:7]2[CH2:12][CH2:11][CH2:10][CH2:9][NH:8]2)[C:3]=1[C:1]#[N:2])([O-:26])=[O:25]. Given the reactants [C:1]([C:3]1[C:23]([N+:24]([O-:26])=[O:25])=[CH:22][CH:21]=[CH:20][C:4]=1[O:5][CH2:6][CH:7]1[CH2:12][CH2:11][CH2:10][CH2:9][N:8]1C(OC(C)(C)C)=O)#[N:2].[ClH:27], predict the reaction product. (7) Given the reactants [Br:1][C:2]1[CH:3]=[C:4]([CH:8]=[C:9]([OH:11])[CH:10]=1)[C:5]([OH:7])=[O:6].[C:12](OC(O[C:12]([CH3:15])([CH3:14])[CH3:13])N(C)C)([CH3:15])([CH3:14])[CH3:13], predict the reaction product. The product is: [C:12]([O:6][C:5](=[O:7])[C:4]1[CH:8]=[C:9]([OH:11])[CH:10]=[C:2]([Br:1])[CH:3]=1)([CH3:15])([CH3:14])[CH3:13]. (8) Given the reactants [NH2:1][C@H:2]([C:27]1[CH:32]=[CH:31][CH:30]=[CH:29][CH:28]=1)[CH2:3][CH2:4][NH:5][C:6]1[N:11]([CH3:12])[C:10](=[O:13])[C:9]([C:14]2[CH:19]=[CH:18][C:17]([F:20])=[CH:16][CH:15]=2)=[C:8]([C:21]2[CH:26]=[CH:25][N:24]=[CH:23][CH:22]=2)[N:7]=1.[C:33](OC(=O)C)(=[O:35])[CH3:34], predict the reaction product. The product is: [C:33]([NH:1][C@H:2]([C:27]1[CH:32]=[CH:31][CH:30]=[CH:29][CH:28]=1)[CH2:3][CH2:4][NH:5][C:6]1[N:11]([CH3:12])[C:10](=[O:13])[C:9]([C:14]2[CH:15]=[CH:16][C:17]([F:20])=[CH:18][CH:19]=2)=[C:8]([C:21]2[CH:26]=[CH:25][N:24]=[CH:23][CH:22]=2)[N:7]=1)(=[O:35])[CH3:34]. (9) Given the reactants [Br:1][C:2]1[CH:3]=[C:4]([CH:10]=[CH:11][CH:12]=1)[O:5][CH2:6][C:7](Cl)=[O:8].C(N(CC)CC)C.[CH:20]1([NH2:23])[CH2:22][CH2:21]1, predict the reaction product. The product is: [Br:1][C:2]1[CH:3]=[C:4]([CH:10]=[CH:11][CH:12]=1)[O:5][CH2:6][C:7]([NH:23][CH:20]1[CH2:22][CH2:21]1)=[O:8].